This data is from Peptide-MHC class II binding affinity with 134,281 pairs from IEDB. The task is: Regression. Given a peptide amino acid sequence and an MHC pseudo amino acid sequence, predict their binding affinity value. This is MHC class II binding data. (1) The peptide sequence is KPPKPVSKMRMATPLLMQA. The MHC is HLA-DQA10501-DQB10201 with pseudo-sequence HLA-DQA10501-DQB10201. The binding affinity (normalized) is 0. (2) The peptide sequence is SAAQRRGRIGRNPNR. The MHC is DRB1_0901 with pseudo-sequence DRB1_0901. The binding affinity (normalized) is 0.